Dataset: Reaction yield outcomes from USPTO patents with 853,638 reactions. Task: Predict the reaction yield, written as a fraction of the theoretical maximum amount of product (1.0 means a 100% yield; for example, 0.34 means a 34% yield). (1) The reactants are [F:1][C:2]([F:13])([F:12])[CH:3]1[O:8][CH2:7][CH:6]([C:9]([OH:11])=O)[CH2:5][CH2:4]1.Cl.[CH3:15][NH:16][O:17][CH3:18].CCN=C=NCCCN(C)C.C1C=CC2N(O)N=NC=2C=1.CCN(C(C)C)C(C)C. The catalyst is C(Cl)Cl.O. The product is [CH3:18][O:17][N:16]([CH3:15])[C:9]([CH:6]1[CH2:5][CH2:4][CH:3]([C:2]([F:1])([F:13])[F:12])[O:8][CH2:7]1)=[O:11]. The yield is 0.870. (2) The reactants are [F:1][C:2]1[CH:7]=[C:6]([N+:8]([O-])=O)[CH:5]=[CH:4][C:3]=1[N:11]1[CH:15]=[N:14][C:13]([CH3:16])=[N:12]1.C(N(CC)CC)C.[H][H]. The catalyst is O1CCCC1.[Pd]. The product is [F:1][C:2]1[CH:7]=[C:6]([NH2:8])[CH:5]=[CH:4][C:3]=1[N:11]1[CH:15]=[N:14][C:13]([CH3:16])=[N:12]1. The yield is 0.730. (3) The reactants are [CH3:1][CH2:2][C:3]1[CH:4]=[CH:5][C:6]([C:9]([CH:11]([CH2:13][N:14]2[CH2:19][CH2:18][CH2:17][CH2:16][CH2:15]2)[CH3:12])=[O:10])=[CH:7][CH:8]=1.[C:20]([OH:27])(=[O:26])/[CH:21]=[CH:22]\[C:23]([OH:25])=[O:24]. The catalyst is C(OCC)C.O1CCCC1. The product is [CH3:1][CH2:2][C:3]1[CH:8]=[CH:7][C:6]([C:9]([CH:11]([CH2:13][N:14]2[CH2:19][CH2:18][CH2:17][CH2:16][CH2:15]2)[CH3:12])=[O:10])=[CH:5][CH:4]=1.[C:20]([O-:27])(=[O:26])/[CH:21]=[CH:22]\[C:23]([O-:25])=[O:24]. The yield is 0.690. (4) The reactants are [CH3:1][N:2]1[C:6]([CH3:7])=[C:5]([C:8]2[CH:13]=[CH:12][C:11]([NH:14][CH:15]=O)=[C:10]([O:17][CH3:18])[CH:9]=2)[CH:4]=[N:3]1.CS(C1[N:24]=[CH:25][C:26]2[CH:32]=[CH:31][N:30]=[C:29]([NH:33][CH2:34][C:35]([CH3:38])([CH3:37])[CH3:36])[C:27]=2[N:28]=1)(=O)=O. No catalyst specified. The product is [CH3:1][N:2]1[C:6]([CH3:7])=[C:5]([C:8]2[CH:13]=[CH:12][C:11]([NH:14][C:15]3[N:24]=[CH:25][C:26]4[CH:32]=[CH:31][N:30]=[C:29]([NH:33][CH2:34][C:35]([CH3:38])([CH3:37])[CH3:36])[C:27]=4[N:28]=3)=[C:10]([O:17][CH3:18])[CH:9]=2)[CH:4]=[N:3]1. The yield is 0.0800. (5) The reactants are [C:1]([O:5][C:6]([NH:8][C@@H:9]([CH2:13][CH3:14])[C:10]([OH:12])=O)=[O:7])([CH3:4])([CH3:3])[CH3:2].C(N1C=CN=C1)(N1C=CN=C1)=O.[Cl-].[Mg+2].[Cl-].[CH3:30][O:31][C:32](=[O:37])[CH2:33]C([O-])=O.[K+]. The catalyst is C1COCC1.C(OCC)(=O)C. The product is [C:1]([O:5][C:6]([NH:8][C@@H:9]([CH2:13][CH3:14])[C:10](=[O:12])[CH2:33][C:32]([O:31][CH3:30])=[O:37])=[O:7])([CH3:2])([CH3:3])[CH3:4]. The yield is 0.450. (6) The reactants are [Cl:1][C:2]1[N:7]=[C:6](Cl)[C:5]([F:9])=[CH:4][N:3]=1.N#N.[CH2:12]1[CH2:22][O:21][C:20]2[CH:19]=[CH:18][C:16]([NH2:17])=[CH:15][C:14]=2[O:13]1.Cl. The catalyst is O.CO. The product is [Cl:1][C:2]1[N:7]=[C:6]([NH:17][C:16]2[CH:18]=[CH:19][C:20]3[O:21][CH2:22][CH2:12][O:13][C:14]=3[CH:15]=2)[C:5]([F:9])=[CH:4][N:3]=1. The yield is 0.780. (7) The reactants are [Br:1][C:2]1[CH:3]=[C:4]([CH:8]=[C:9]([Br:20])[C:10]=1[O:11][CH2:12][C:13]1[CH:18]=[CH:17][CH:16]=[C:15]([Br:19])[CH:14]=1)[C:5]([OH:7])=O.[N+:21]([C:24]1[CH:29]=[CH:28][C:27]([S:30]([NH2:33])(=[O:32])=[O:31])=[CH:26][CH:25]=1)([O-:23])=[O:22]. No catalyst specified. The product is [Br:20][C:9]1[CH:8]=[C:4]([CH:3]=[C:2]([Br:1])[C:10]=1[O:11][CH2:12][C:13]1[CH:18]=[CH:17][CH:16]=[C:15]([Br:19])[CH:14]=1)[C:5]([NH:33][S:30]([C:27]1[CH:26]=[CH:25][C:24]([N+:21]([O-:23])=[O:22])=[CH:29][CH:28]=1)(=[O:32])=[O:31])=[O:7]. The yield is 0.690. (8) The catalyst is CN(C)C=O. The yield is 0.760. The reactants are [CH3:1][N:2]1[N:6]=[N:5][C:4]([C:7]2[CH:12]=[CH:11][C:10]([C:13]3[CH:18]=[CH:17][C:16]([N:19]4[CH2:23][C@H:22]([CH2:24]OS(C)(=O)=O)[O:21][C:20]4=[O:30])=[CH:15][C:14]=3[F:31])=[CH:9][N:8]=2)=[N:3]1.Cl.[CH3:33][NH:34][CH3:35]. The product is [CH3:1][N:2]1[N:6]=[N:5][C:4]([C:7]2[CH:12]=[CH:11][C:10]([C:13]3[CH:18]=[CH:17][C:16]([N:19]4[CH2:23][C@@H:22]([CH2:24][N:34]([CH3:35])[CH3:33])[O:21][C:20]4=[O:30])=[CH:15][C:14]=3[F:31])=[CH:9][N:8]=2)=[N:3]1.